Dataset: Catalyst prediction with 721,799 reactions and 888 catalyst types from USPTO. Task: Predict which catalyst facilitates the given reaction. (1) Reactant: C(OC(=O)[NH:7][C@H:8]([C:18]1[C:23]([C:24]2[CH:25]=[CH:26][C:27]3[N:28]([C:31](=[O:34])[NH:32][N:33]=3)[C:29]=2[CH3:30])=[CH:22][CH:21]=[C:20]([C:35]#[C:36][C:37]2([OH:43])[CH2:42][CH2:41][O:40][CH2:39][CH2:38]2)[N:19]=1)[CH2:9][C:10]1[CH:15]=[C:14]([F:16])[CH:13]=[C:12]([F:17])[CH:11]=1)(C)(C)C.C(O)(C(F)(F)F)=O. Product: [NH2:7][C@H:8]([C:18]1[C:23]([C:24]2[CH:25]=[CH:26][C:27]3[N:28]([C:31](=[O:34])[NH:32][N:33]=3)[C:29]=2[CH3:30])=[CH:22][CH:21]=[C:20]([C:35]#[C:36][C:37]2([OH:43])[CH2:38][CH2:39][O:40][CH2:41][CH2:42]2)[N:19]=1)[CH2:9][C:10]1[CH:11]=[C:12]([F:17])[CH:13]=[C:14]([F:16])[CH:15]=1. The catalyst class is: 4. (2) Reactant: [C:1]([C:3]1[CH:18]=[CH:17][C:6]([C:7]([NH:9][CH:10]2[CH2:16][CH2:15][CH2:14][CH2:13][CH2:12][CH2:11]2)=[O:8])=[C:5]([F:19])[CH:4]=1)#[N:2].C(O)C.O.[H][H]. Product: [NH2:2][CH2:1][C:3]1[CH:18]=[CH:17][C:6]([C:7]([NH:9][CH:10]2[CH2:16][CH2:15][CH2:14][CH2:13][CH2:12][CH2:11]2)=[O:8])=[C:5]([F:19])[CH:4]=1. The catalyst class is: 331. (3) Reactant: [Br:1][C:2]1[CH:3]=[C:4]2[NH:10][CH2:9][C:8]([CH3:12])([CH3:11])[C:5]2=[N:6][CH:7]=1.Cl[C:14]1[C:23]2[C:18](=[CH:19][C:20]([F:24])=[CH:21][CH:22]=2)[N:17]=[C:16]([C:25]2[CH:30]=[CH:29][CH:28]=[CH:27][N:26]=2)[C:15]=1[CH3:31].Cl.O1CCOCC1. Product: [Br:1][C:2]1[CH:3]=[C:4]2[N:10]([C:14]3[C:23]4[C:18](=[CH:19][C:20]([F:24])=[CH:21][CH:22]=4)[N:17]=[C:16]([C:25]4[CH:30]=[CH:29][CH:28]=[CH:27][N:26]=4)[C:15]=3[CH3:31])[CH2:9][C:8]([CH3:12])([CH3:11])[C:5]2=[N:6][CH:7]=1. The catalyst class is: 37. (4) Reactant: Cl[C:2]1[N:3]=[C:4]([N:15]2[CH2:20][CH2:19][O:18][CH2:17][CH2:16]2)[C:5]2[O:11][CH:10]([CH:12]3[CH2:14][CH2:13]3)[CH2:9][O:8][C:6]=2[N:7]=1.CC1(C)C(C)(C)OB([C:29]2[CH:30]=[N:31][C:32]([NH2:35])=[N:33][CH:34]=2)O1.C(=O)([O-])[O-].[Na+].[Na+]. Product: [CH:12]1([CH:10]2[CH2:9][O:8][C:6]3[N:7]=[C:2]([C:29]4[CH:30]=[N:31][C:32]([NH2:35])=[N:33][CH:34]=4)[N:3]=[C:4]([N:15]4[CH2:20][CH2:19][O:18][CH2:17][CH2:16]4)[C:5]=3[O:11]2)[CH2:14][CH2:13]1. The catalyst class is: 745. (5) Reactant: [Cl:1][C:2]1[CH:3]=[C:4]([C:8]2[O:16][C:15]3[CH:14]=[CH:13][N:12]([C:17]4[CH:22]=[CH:21][C:20]([N+:23]([O-])=O)=[C:19]([CH3:26])[CH:18]=4)[C:11](=[O:27])[C:10]=3[CH:9]=2)[CH:5]=[CH:6][CH:7]=1.[NH4+].[Cl-]. Product: [NH2:23][C:20]1[CH:21]=[CH:22][C:17]([N:12]2[CH:13]=[CH:14][C:15]3[O:16][C:8]([C:4]4[CH:5]=[CH:6][CH:7]=[C:2]([Cl:1])[CH:3]=4)=[CH:9][C:10]=3[C:11]2=[O:27])=[CH:18][C:19]=1[CH3:26]. The catalyst class is: 314. (6) Product: [CH3:1][N:2]1[C:10]2[C:5](=[CH:6][CH:7]=[CH:8][CH:9]=2)[C:4]([S:11]([NH2:15])(=[O:13])=[O:12])=[CH:3]1. The catalyst class is: 1. Reactant: [CH3:1][N:2]1[C:10]2[C:5](=[CH:6][CH:7]=[CH:8][CH:9]=2)[C:4]([S:11](Cl)(=[O:13])=[O:12])=[CH:3]1.[NH3:15]. (7) Reactant: [CH3:1][O:2][C:3]1[CH:4]=[C:5]2[C:10](=[CH:11][C:12]=1[O:13][CH3:14])[N:9]=[CH:8][N:7]=[C:6]2[O:15][C:16]1[CH:22]=[CH:21][C:19]([NH2:20])=[CH:18][CH:17]=1.C(N(CC)CC)C.ClC(Cl)(O[C:34](=[O:40])OC(Cl)(Cl)Cl)Cl.[CH2:42]([N:49]1[CH2:54][CH2:53][CH:52]([NH2:55])[CH2:51][CH2:50]1)[C:43]1[CH:48]=[CH:47][CH:46]=[CH:45][CH:44]=1. Product: [CH2:42]([N:49]1[CH2:54][CH2:53][CH:52]([NH:55][C:34]([NH:20][C:19]2[CH:21]=[CH:22][C:16]([O:15][C:6]3[C:5]4[C:10](=[CH:11][C:12]([O:13][CH3:14])=[C:3]([O:2][CH3:1])[CH:4]=4)[N:9]=[CH:8][N:7]=3)=[CH:17][CH:18]=2)=[O:40])[CH2:51][CH2:50]1)[C:43]1[CH:44]=[CH:45][CH:46]=[CH:47][CH:48]=1. The catalyst class is: 146.